Task: Regression. Given two drug SMILES strings and cell line genomic features, predict the synergy score measuring deviation from expected non-interaction effect.. Dataset: NCI-60 drug combinations with 297,098 pairs across 59 cell lines (1) Drug 2: C#CCC(CC1=CN=C2C(=N1)C(=NC(=N2)N)N)C3=CC=C(C=C3)C(=O)NC(CCC(=O)O)C(=O)O. Synergy scores: CSS=24.0, Synergy_ZIP=-1.39, Synergy_Bliss=1.30, Synergy_Loewe=-3.80, Synergy_HSA=0.400. Drug 1: CC1C(C(CC(O1)OC2CC(OC(C2O)C)OC3=CC4=CC5=C(C(=O)C(C(C5)C(C(=O)C(C(C)O)O)OC)OC6CC(C(C(O6)C)O)OC7CC(C(C(O7)C)O)OC8CC(C(C(O8)C)O)(C)O)C(=C4C(=C3C)O)O)O)O. Cell line: RXF 393. (2) Drug 1: C1=CC=C(C=C1)NC(=O)CCCCCCC(=O)NO. Drug 2: CN(C(=O)NC(C=O)C(C(C(CO)O)O)O)N=O. Cell line: HS 578T. Synergy scores: CSS=21.0, Synergy_ZIP=0.108, Synergy_Bliss=0.0296, Synergy_Loewe=-11.1, Synergy_HSA=-2.22. (3) Drug 1: CCC1(CC2CC(C3=C(CCN(C2)C1)C4=CC=CC=C4N3)(C5=C(C=C6C(=C5)C78CCN9C7C(C=CC9)(C(C(C8N6C)(C(=O)OC)O)OC(=O)C)CC)OC)C(=O)OC)O.OS(=O)(=O)O. Drug 2: CN(C(=O)NC(C=O)C(C(C(CO)O)O)O)N=O. Cell line: RPMI-8226. Synergy scores: CSS=0.507, Synergy_ZIP=0.138, Synergy_Bliss=-2.36, Synergy_Loewe=-3.09, Synergy_HSA=-4.79. (4) Drug 1: C1CCC(C1)C(CC#N)N2C=C(C=N2)C3=C4C=CNC4=NC=N3. Drug 2: CCCCCOC(=O)NC1=NC(=O)N(C=C1F)C2C(C(C(O2)C)O)O. Cell line: NCI/ADR-RES. Synergy scores: CSS=4.28, Synergy_ZIP=1.01, Synergy_Bliss=3.99, Synergy_Loewe=3.27, Synergy_HSA=3.12. (5) Drug 1: CC1=C2C(C(=O)C3(C(CC4C(C3C(C(C2(C)C)(CC1OC(=O)C(C(C5=CC=CC=C5)NC(=O)OC(C)(C)C)O)O)OC(=O)C6=CC=CC=C6)(CO4)OC(=O)C)OC)C)OC. Drug 2: C1=C(C(=O)NC(=O)N1)F. Cell line: T-47D. Synergy scores: CSS=42.3, Synergy_ZIP=-6.82, Synergy_Bliss=-6.15, Synergy_Loewe=2.70, Synergy_HSA=3.95. (6) Drug 1: CC1=CC2C(CCC3(C2CCC3(C(=O)C)OC(=O)C)C)C4(C1=CC(=O)CC4)C. Drug 2: C1=C(C(=O)NC(=O)N1)N(CCCl)CCCl. Cell line: NCI/ADR-RES. Synergy scores: CSS=14.2, Synergy_ZIP=-6.82, Synergy_Bliss=2.10, Synergy_Loewe=-9.37, Synergy_HSA=2.10. (7) Drug 2: C1=NNC2=C1C(=O)NC=N2. Cell line: NCIH23. Synergy scores: CSS=0.794, Synergy_ZIP=9.73, Synergy_Bliss=9.01, Synergy_Loewe=-3.53, Synergy_HSA=-2.99. Drug 1: CC1=CC=C(C=C1)C2=CC(=NN2C3=CC=C(C=C3)S(=O)(=O)N)C(F)(F)F.